Task: Predict the reaction yield, written as a fraction of the theoretical maximum amount of product (1.0 means a 100% yield; for example, 0.34 means a 34% yield).. Dataset: Reaction yield outcomes from USPTO patents with 853,638 reactions (1) The reactants are C(C1C=CC([C:9]2[CH:14]=[CH:13][C:12](O)=[C:11]([C:16]3[NH:20][C:19]4[CH:21]=[CH:22][C:23]([C:25]#[N:26])=[CH:24][C:18]=4[N:17]=3)[CH:10]=2)=CC=1)#N.C(C1C=CC([C:35]2[CH:42]=[CH:41][C:38]([C:39]#[N:40])=[CH:37][N:36]=2)=CC=1)=O.C(C1C=C(C2C=CC=C(C#N)C=2)C=CC=1O)=O.C(C1C=CC(C2C=C(OC)C(O)=C(C3NC4C=CC(C#N)=CC=4N=3)C=2)=CC=1)#N. No catalyst specified. The product is [C:39]([C:38]1[CH:41]=[CH:42][C:35]([C:14]2[CH:9]=[CH:10][C:11]([C:16]3[NH:20][C:19]4[CH:21]=[CH:22][C:23]([C:25]#[N:26])=[CH:24][C:18]=4[N:17]=3)=[CH:12][CH:13]=2)=[N:36][CH:37]=1)#[N:40]. The yield is 0.910. (2) The reactants are [CH2:1]([O:3][C:4]([C:6]1[CH:11]=[C:10](Cl)[CH:9]=[C:8]([C:13]([O:15][CH2:16][CH3:17])=[O:14])[N:7]=1)=[O:5])[CH3:2].[Cl:18][C:19]1[CH:20]=[CH:21][C:22]([O:28][CH3:29])=[C:23](B(O)O)[CH:24]=1.C(=O)([O-])[O-].[Na+].[Na+].C1(P(C2C=CC=CC=2)C2C=CC=CC=2)C=CC=CC=1. The catalyst is COCCOC.O.C([O-])(=O)C.[Pd+2].C([O-])(=O)C. The product is [CH2:1]([O:3][C:4]([C:6]1[CH:11]=[C:10]([C:21]2[CH:20]=[C:19]([Cl:18])[CH:24]=[CH:23][C:22]=2[O:28][CH3:29])[CH:9]=[C:8]([C:13]([O:15][CH2:16][CH3:17])=[O:14])[N:7]=1)=[O:5])[CH3:2]. The yield is 0.740. (3) The reactants are C(C1[CH:4]=[C:5]([C:16]([NH:18][CH2:19][C:20]2[C:21](=[O:30])[NH:22][C:23]([CH3:29])=[CH:24][C:25]=2[CH2:26][CH2:27][CH3:28])=[O:17])[C:6]2[C:7]([CH3:15])=[CH:8][N:9]([CH:12]([CH3:14])[CH3:13])[C:10]=2[CH:11]=1)#N.[OH-].[K+].C(O)C.CC[O:38][C:39]([CH3:41])=[O:40]. No catalyst specified. The product is [CH3:15][C:7]1[C:6]2[C:10](=[CH:11][C:41]([C:39]([OH:38])=[O:40])=[CH:4][C:5]=2[C:16]([NH:18][CH2:19][C:20]2[C:21](=[O:30])[NH:22][C:23]([CH3:29])=[CH:24][C:25]=2[CH2:26][CH2:27][CH3:28])=[O:17])[N:9]([CH:12]([CH3:13])[CH3:14])[CH:8]=1. The yield is 0.649. (4) The reactants are [CH3:1][C:2]([C:6]1[CH:11]=[CH:10][C:9]([N+:12]([O-:14])=[O:13])=[CH:8][CH:7]=1)([CH3:5])[C:3]#[N:4].Cl.[OH-].[Na+]. The catalyst is C1COCC1. The product is [CH3:5][C:2]([C:6]1[CH:11]=[CH:10][C:9]([N+:12]([O-:14])=[O:13])=[CH:8][CH:7]=1)([CH3:1])[CH2:3][NH2:4]. The yield is 0.900.